This data is from Forward reaction prediction with 1.9M reactions from USPTO patents (1976-2016). The task is: Predict the product of the given reaction. (1) The product is: [Cl:18][C:16]1[CH:15]=[CH:14][C:13]([F:19])=[C:12]([C:4]2[CH:3]=[C:2]([C:28]3[CH:29]=[N:30][CH:31]=[C:26]([C:20]4[CH:21]=[CH:22][CH:23]=[CH:24][CH:25]=4)[CH:27]=3)[C:11]3[C:6](=[N:7][CH:8]=[CH:9][CH:10]=3)[N:5]=2)[CH:17]=1. Given the reactants Cl[C:2]1[C:11]2[C:6](=[N:7][CH:8]=[CH:9][CH:10]=2)[N:5]=[C:4]([C:12]2[CH:17]=[C:16]([Cl:18])[CH:15]=[CH:14][C:13]=2[F:19])[CH:3]=1.[C:20]1([C:26]2[CH:27]=[C:28](B(O)O)[CH:29]=[N:30][CH:31]=2)[CH:25]=[CH:24][CH:23]=[CH:22][CH:21]=1.C(=O)([O-])[O-].[Na+].[Na+], predict the reaction product. (2) Given the reactants [Mg].C(OCC)C.[CH2:7](Br)[CH2:8][CH2:9][CH3:10].Br[C:13]12[CH2:22][CH:17]3[CH2:18][CH:19]([CH2:21][CH:15]([CH2:16]3)[CH2:14]1)[CH2:20]2, predict the reaction product. The product is: [CH2:7]([C:13]12[CH2:22][CH:17]3[CH2:18][CH:19]([CH2:21][CH:15]([CH2:16]3)[CH2:14]1)[CH2:20]2)[CH2:8][CH2:9][CH3:10]. (3) Given the reactants Cl[C:2]1[CH:3]=[C:4]([CH:8]=[CH:9][CH:10]=1)[C:5]([OH:7])=[O:6].[C:11]([C:14]1[CH:19]=[CH:18][CH:17]=[CH:16][C:15]=1B(O)O)(=[O:13])[CH3:12].C([O-])([O-])=O.[K+].[K+], predict the reaction product. The product is: [C:11]([C:14]1[CH:19]=[CH:18][CH:17]=[CH:16][C:15]=1[C:2]1[CH:10]=[CH:9][CH:8]=[C:4]([C:5]([OH:7])=[O:6])[CH:3]=1)(=[O:13])[CH3:12]. (4) Given the reactants [CH2:1]([O:8][C:9]([N:11]([CH2:14][C:15]1[CH:20]=[C:19]([C:21]([F:24])([F:23])[F:22])[CH:18]=[CH:17][C:16]=1[C:25]1[C:30]([O:31][CH3:32])=[CH:29][CH:28]=[C:27]([CH:33]([CH3:37])[C:34]([OH:36])=[O:35])[CH:26]=1)[CH2:12][CH3:13])=[O:10])[C:2]1[CH:7]=[CH:6][CH:5]=[CH:4][CH:3]=1.[CH3:38][CH2:39]O, predict the reaction product. The product is: [CH2:38]([O:35][C:34](=[O:36])[CH:33]([C:27]1[CH:26]=[C:25]([C:16]2[CH:17]=[CH:18][C:19]([C:21]([F:23])([F:24])[F:22])=[CH:20][C:15]=2[CH2:14][N:11]([C:9]([O:8][CH2:1][C:2]2[CH:3]=[CH:4][CH:5]=[CH:6][CH:7]=2)=[O:10])[CH2:12][CH3:13])[C:30]([O:31][CH3:32])=[CH:29][CH:28]=1)[CH3:37])[CH3:39]. (5) Given the reactants Cl[C:2]1[N:7]=[CH:6][C:5]([Br:8])=[CH:4][N:3]=1.[F:9][C:10]([F:19])([F:18])[C:11]1[CH:12]=[C:13]([CH:15]=[CH:16][CH:17]=1)[NH2:14].C(OC1C=CC(C=O)=CC=1)C1C=CC=CC=1, predict the reaction product. The product is: [F:9][C:10]([F:18])([F:19])[C:11]1[CH:12]=[C:13]([NH:14][C:2]2[N:7]=[CH:6][C:5]([Br:8])=[CH:4][N:3]=2)[CH:15]=[CH:16][CH:17]=1. (6) Given the reactants [F:1][C:2]1[CH:3]=[C:4]2[C:9](=[CH:10][C:11]=1[F:12])[NH:8][CH:7]=[C:6]([C:13]#[N:14])[C:5]2=[O:15].[Cl:16][C:17]1[CH:24]=[CH:23][CH:22]=[C:21]([F:25])[C:18]=1[CH2:19]Cl, predict the reaction product. The product is: [Cl:16][C:17]1[CH:24]=[CH:23][CH:22]=[C:21]([F:25])[C:18]=1[CH2:19][N:8]1[C:9]2[C:4](=[CH:3][C:2]([F:1])=[C:11]([F:12])[CH:10]=2)[C:5](=[O:15])[C:6]([C:13]#[N:14])=[CH:7]1. (7) The product is: [C:1]([O:5][C:6](/[C:8](=[CH:9]/[CH2:19][O:20][CH3:21])/[CH2:17][C:12]1([C:11]([OH:18])=[O:10])[CH2:16][CH2:15][CH2:14][CH2:13]1)=[O:7])([CH3:3])([CH3:2])[CH3:4]. Given the reactants [C:1]([O:5][C:6]([CH:8]1[CH2:17][C:12]2([CH2:16][CH2:15][CH2:14][CH2:13]2)[C:11](=[O:18])[O:10][CH:9]1[CH2:19][O:20][CH3:21])=[O:7])([CH3:4])([CH3:3])[CH3:2].N12CCCN=C1CCCCC2, predict the reaction product. (8) Given the reactants Cl.[NH2:2][N:3]1[CH:7]=[C:6]([Br:8])[CH:5]=[C:4]1C#N.[C:11](O)(=O)C.[CH:15]([NH2:17])=[NH:16].P([O-])([O-])([O-])=O.[K+].[K+].[K+].N#N, predict the reaction product. The product is: [Br:8][C:6]1[CH:5]=[C:4]2[N:3]([CH:7]=1)[N:2]=[CH:11][N:16]=[C:15]2[NH2:17]. (9) The product is: [CH3:1][N:2]([CH3:14])[C:3]1[O:4][C:5]2[CH:11]=[CH:10][C:9]([CH2:12][NH2:13])=[CH:8][C:6]=2[N:7]=1. Given the reactants [CH3:1][N:2]([CH3:14])[C:3]1[O:4][C:5]2[CH:11]=[CH:10][C:9]([C:12]#[N:13])=[CH:8][C:6]=2[N:7]=1.[H-].[H-].[H-].[H-].[Li+].[Al+3].O, predict the reaction product. (10) Given the reactants F[C:2](F)(F)C(O)=O.[Cl:8][C:9]1[CH:10]=[C:11]([N:16]([CH2:25][CH3:26])[C:17]([CH:19]2[CH2:24][CH2:23][NH:22][CH2:21][CH2:20]2)=[O:18])[CH:12]=[CH:13][C:14]=1[Cl:15].C=O.C(O)=O.N, predict the reaction product. The product is: [ClH:8].[Cl:8][C:9]1[CH:10]=[C:11]([N:16]([CH2:25][CH3:26])[C:17]([CH:19]2[CH2:20][CH2:21][N:22]([CH3:2])[CH2:23][CH2:24]2)=[O:18])[CH:12]=[CH:13][C:14]=1[Cl:15].